This data is from Catalyst prediction with 721,799 reactions and 888 catalyst types from USPTO. The task is: Predict which catalyst facilitates the given reaction. (1) Reactant: [CH2:1]([O:3][C:4]([C:6]1[N:11]=[C:10](Br)[C:9]2[N:13]=[C:14]([C:16]3[CH:21]=[CH:20][CH:19]=[CH:18][CH:17]=3)[S:15][C:8]=2[C:7]=1[OH:22])=[O:5])[CH3:2].[CH2:23]([Sn](CCCC)(CCCC)CCCC)[C:24](=[CH2:26])[CH3:25]. Product: [CH2:1]([O:3][C:4]([C:6]1[N:11]=[C:10]([CH2:25][C:24]([CH3:26])=[CH2:23])[C:9]2[N:13]=[C:14]([C:16]3[CH:21]=[CH:20][CH:19]=[CH:18][CH:17]=3)[S:15][C:8]=2[C:7]=1[OH:22])=[O:5])[CH3:2]. The catalyst class is: 558. (2) Reactant: [CH3:1][S:2]([C:5]1[CH:10]=[CH:9][C:8]([C:11]2[CH:16]=[CH:15][CH:14]=[C:13]([C:17]#[N:18])[CH:12]=2)=[CH:7][CH:6]=1)(=[O:4])=[O:3].C([Li])CCC.[CH:24](=[O:28])[CH:25]([CH3:27])[CH3:26].[Cl-].[NH4+]. Product: [OH:28][CH:24]([CH:25]([CH3:27])[CH3:26])[CH2:1][S:2]([C:5]1[CH:6]=[CH:7][C:8]([C:11]2[CH:16]=[CH:15][CH:14]=[C:13]([C:17]#[N:18])[CH:12]=2)=[CH:9][CH:10]=1)(=[O:3])=[O:4]. The catalyst class is: 1. (3) Reactant: Br[C:2]1[CH:3]=[CH:4][C:5]([C:8]([F:11])([F:10])[F:9])=[N:6][CH:7]=1.C1(P(C2C=CC=CC=2)C2C=CC=CC=2)C=CC=CC=1.C(N(CC)CC)C.[Cl:38][C:39]1[CH:47]=[CH:46][C:45]2[N:44]([C:48]#[CH:49])[C:43]3[CH2:50][CH2:51][N:52]([CH3:54])[CH2:53][C:42]=3[C:41]=2[CH:40]=1. Product: [Cl:38][C:39]1[CH:47]=[CH:46][C:45]2[N:44]([C:48]#[C:49][C:2]3[CH:7]=[N:6][C:5]([C:8]([F:11])([F:10])[F:9])=[CH:4][CH:3]=3)[C:43]3[CH2:50][CH2:51][N:52]([CH3:54])[CH2:53][C:42]=3[C:41]=2[CH:40]=1. The catalyst class is: 47.